From a dataset of Catalyst prediction with 721,799 reactions and 888 catalyst types from USPTO. Predict which catalyst facilitates the given reaction. (1) Reactant: [C:1]([O:5][C:6]([N:8]1[CH2:13][CH2:12][NH:11][CH2:10][CH2:9]1)=[O:7])([CH3:4])([CH3:3])[CH3:2].C(N(CC)CC)C.Cl.[N:22]1([CH2:28][CH2:29][CH2:30][O:31][C:32]2[CH:40]=[CH:39][C:35]([C:36](Cl)=[O:37])=[CH:34][CH:33]=2)[CH2:27][CH2:26][CH2:25][CH2:24][CH2:23]1. Product: [N:22]1([CH2:28][CH2:29][CH2:30][O:31][C:32]2[CH:33]=[CH:34][C:35]([C:36]([N:11]3[CH2:12][CH2:13][N:8]([C:6]([O:5][C:1]([CH3:4])([CH3:2])[CH3:3])=[O:7])[CH2:9][CH2:10]3)=[O:37])=[CH:39][CH:40]=2)[CH2:27][CH2:26][CH2:25][CH2:24][CH2:23]1. The catalyst class is: 2. (2) Reactant: [CH2:1]([N:3]([CH3:22])[CH2:4][C:5]([N:7]1[C:16]2[C:11](=[CH:12][C:13]([O:20][CH3:21])=[C:14]([N+:17]([O-])=O)[CH:15]=2)[CH2:10][CH2:9][CH2:8]1)=[O:6])[CH3:2]. Product: [CH2:1]([N:3]([CH2:4][C:5]([N:7]1[C:16]2[C:11](=[CH:12][C:13]([O:20][CH3:21])=[C:14]([NH2:17])[CH:15]=2)[CH2:10][CH2:9][CH2:8]1)=[O:6])[CH3:22])[CH3:2]. The catalyst class is: 43. (3) Reactant: [Cl:1][C:2]1[CH:14]=[N:13][C:5]2[NH:6][C:7]3[CH2:12][CH2:11][NH:10][CH2:9][C:8]=3[C:4]=2[CH:3]=1.CCN(C(C)C)C(C)C.[CH3:24][O:25][C:26]1[CH:31]=[CH:30][C:29]([N:32]=[C:33]=[O:34])=[CH:28][CH:27]=1.Cl.CCOCC. Product: [ClH:1].[CH3:24][O:25][C:26]1[CH:31]=[CH:30][C:29]([NH:32][C:33]([N:10]2[CH2:11][CH2:12][C:7]3[NH:6][C:5]4[N:13]=[CH:14][C:2]([Cl:1])=[CH:3][C:4]=4[C:8]=3[CH2:9]2)=[O:34])=[CH:28][CH:27]=1. The catalyst class is: 158. (4) Reactant: [CH3:1][O:2][C:3](=[O:27])[C:4]1[CH:9]=[C:8]([O:10][CH3:11])[CH:7]=[CH:6][C:5]=1[NH:12][C:13]1[N:17]([C:18]2[CH:23]=[CH:22][CH:21]=[CH:20][C:19]=2[CH3:24])[N:16]=[C:15]([CH3:25])[C:14]=1Br.C(OC([N:35]1[C:43]2[C:38](=[CH:39][C:40](B3OC(C)(C)C(C)(C)O3)=[CH:41][CH:42]=2)[CH:37]=[N:36]1)=O)(C)(C)C.C(=O)([O-])[O-].[Na+].[Na+].O. Product: [CH3:1][O:2][C:3](=[O:27])[C:4]1[CH:9]=[C:8]([O:10][CH3:11])[CH:7]=[CH:6][C:5]=1[NH:12][C:13]1[N:17]([C:18]2[CH:23]=[CH:22][CH:21]=[CH:20][C:19]=2[CH3:24])[N:16]=[C:15]([CH3:25])[C:14]=1[C:40]1[CH:39]=[C:38]2[C:43](=[CH:42][CH:41]=1)[NH:35][N:36]=[CH:37]2. The catalyst class is: 427. (5) Reactant: [CH2:1]([S:3]([C:6]1[CH:7]=[CH:8][C:9]([O:21][CH2:22][CH2:23][CH3:24])=[C:10](B2OC(C)(C)C(C)(C)O2)[CH:11]=1)(=[O:5])=[O:4])[CH3:2].Br[C:26]1[C:31]2[N:32]=[C:33]([C:36]3[CH:37]=[N:38][N:39]([CH3:41])[CH:40]=3)[N:34]=[CH:35][C:30]=2[C:29](=[O:42])[N:28]([CH3:43])[CH:27]=1.[O-]P([O-])([O-])=O.[K+].[K+].[K+].N#N. Product: [CH2:1]([S:3]([C:6]1[CH:7]=[CH:8][C:9]([O:21][CH2:22][CH2:23][CH3:24])=[C:10]([C:26]2[C:31]3[N:32]=[C:33]([C:36]4[CH:37]=[N:38][N:39]([CH3:41])[CH:40]=4)[N:34]=[CH:35][C:30]=3[C:29](=[O:42])[N:28]([CH3:43])[CH:27]=2)[CH:11]=1)(=[O:4])=[O:5])[CH3:2]. The catalyst class is: 368. (6) Reactant: N1C=CN=C1.CO[C:8](=[O:20])[C@H:9]([CH2:18][OH:19])[NH:10][C:11]([O:13][C:14]([CH3:17])([CH3:16])[CH3:15])=[O:12].[Si:21](Cl)([C:34]([CH3:37])([CH3:36])[CH3:35])([C:28]1[CH:33]=[CH:32][CH:31]=[CH:30][CH:29]=1)[C:22]1[CH:27]=[CH:26][CH:25]=[CH:24][CH:23]=1.C(OCC)(=O)C. Product: [C:14]([O:13][C:11]([NH:10][CH:9]([CH2:8][O:20][Si:21]([C:34]([CH3:37])([CH3:36])[CH3:35])([C:28]1[CH:29]=[CH:30][CH:31]=[CH:32][CH:33]=1)[C:22]1[CH:27]=[CH:26][CH:25]=[CH:24][CH:23]=1)[CH2:18][OH:19])=[O:12])([CH3:15])([CH3:16])[CH3:17]. The catalyst class is: 782. (7) Product: [Br:8][C:9]1[CH:17]=[C:16]([CH3:18])[CH:15]=[CH:14][C:10]=1[CH2:11][OH:12]. The catalyst class is: 11. Reactant: C(N(CC)CC)C.[Br:8][C:9]1[CH:17]=[C:16]([CH3:18])[CH:15]=[CH:14][C:10]=1[C:11](O)=[O:12].ClC(OCC)=O.[H-].[Al+3].[Li+].[H-].[H-].[H-].